From a dataset of Catalyst prediction with 721,799 reactions and 888 catalyst types from USPTO. Predict which catalyst facilitates the given reaction. (1) Reactant: Br[C:2]1[C:11]2[C:6](=[CH:7][CH:8]=[C:9]([C:12]([NH2:14])=[O:13])[CH:10]=2)[CH:5]=[N:4][CH:3]=1.[Cl:15][C:16]1[CH:21]=[C:20]([Cl:22])[CH:19]=[CH:18][C:17]=1B(O)O.C(=O)([O-])[O-].[Cs+].[Cs+]. Product: [Cl:15][C:16]1[CH:21]=[C:20]([Cl:22])[CH:19]=[CH:18][C:17]=1[C:2]1[C:11]2[C:6](=[CH:7][CH:8]=[C:9]([C:12]([NH2:14])=[O:13])[CH:10]=2)[CH:5]=[N:4][CH:3]=1. The catalyst class is: 688. (2) Reactant: [CH:1]([O:4][C:5]([N:7]1[CH2:13][CH2:12][CH2:11][CH:10]([N:14]([CH2:21][C:22]2[CH:27]=[C:26]([C:28]([F:31])([F:30])[F:29])[CH:25]=[C:24]([C:32]([F:35])([F:34])[F:33])[CH:23]=2)[C:15](=O)[CH2:16][C:17](=O)[CH3:18])[C:9]2[CH:36]=[CH:37][C:38]([Cl:40])=[CH:39][C:8]1=2)=[O:6])([CH3:3])[CH3:2].O=P12OP3(OP(OP(O3)(O1)=O)(=O)O2)=O.O.[NH2:56][NH2:57]. Product: [F:35][C:32]([F:34])([F:33])[C:24]1[CH:23]=[C:22]([CH:27]=[C:26]([C:28]([F:29])([F:30])[F:31])[CH:25]=1)[CH2:21][N:14]([C:15]1[CH:16]=[C:17]([CH3:18])[NH:57][N:56]=1)[CH:10]1[CH2:11][CH2:12][CH2:13][N:7]([C:5]([O:4][CH:1]([CH3:2])[CH3:3])=[O:6])[C:8]2[CH:39]=[C:38]([Cl:40])[CH:37]=[CH:36][C:9]1=2. The catalyst class is: 14.